This data is from Reaction yield outcomes from USPTO patents with 853,638 reactions. The task is: Predict the reaction yield, written as a fraction of the theoretical maximum amount of product (1.0 means a 100% yield; for example, 0.34 means a 34% yield). The reactants are [Cl:1][C:2]1[CH:7]=[CH:6][C:5]([CH:8](C(OC(C)(C)C)=O)[C:9]([C:11]2[CH:12]=[N:13][CH:14]=[CH:15][C:16]=2[C:17]([O:19][CH3:20])=[O:18])=[O:10])=[CH:4][CH:3]=1.C(O)(C(F)(F)F)=O. The catalyst is C(Cl)Cl. The product is [Cl:1][C:2]1[CH:3]=[CH:4][C:5]([CH2:8][C:9]([C:11]2[CH:12]=[N:13][CH:14]=[CH:15][C:16]=2[C:17]([O:19][CH3:20])=[O:18])=[O:10])=[CH:6][CH:7]=1. The yield is 0.730.